Task: Predict which catalyst facilitates the given reaction.. Dataset: Catalyst prediction with 721,799 reactions and 888 catalyst types from USPTO (1) Reactant: [Cl:1][C:2]1[CH:33]=[CH:32][C:5]([CH2:6][NH:7][C:8]([C:10]2[C:11](=[O:31])[C:12]3[CH:19]=[C:18]([CH2:20][N:21]([CH2:23][CH:24]([C:26]4[O:27][CH:28]=[CH:29][CH:30]=4)[OH:25])[CH3:22])[S:17][C:13]=3[N:14]([CH3:16])[CH:15]=2)=[O:9])=[CH:4][CH:3]=1. Product: [Cl:1][C:2]1[CH:3]=[CH:4][C:5]([CH2:6][NH:7][C:8]([C:10]2[C:11](=[O:31])[C:12]3[CH:19]=[C:18]([CH2:20][N:21]([CH2:23][C@H:24]([C:26]4[O:27][CH:28]=[CH:29][CH:30]=4)[OH:25])[CH3:22])[S:17][C:13]=3[N:14]([CH3:16])[CH:15]=2)=[O:9])=[CH:32][CH:33]=1. The catalyst class is: 41. (2) Reactant: [C:1]([O:5][C:6]([N:8]1[CH2:13][CH2:12][CH:11]([C:14]2[CH:19]=[CH:18][C:17]([OH:20])=[CH:16][CH:15]=2)[C:10](=[O:21])[CH2:9]1)=[O:7])([CH3:4])([CH3:3])[CH3:2].Br[CH2:23][CH2:24][CH2:25][O:26][CH2:27][C:28]1[CH:33]=[CH:32][CH:31]=[CH:30][C:29]=1[F:34].C(=O)([O-])[O-].[K+].[K+].[I].[Na]. Product: [C:1]([O:5][C:6]([N:8]1[CH2:13][CH2:12][CH:11]([C:14]2[CH:19]=[CH:18][C:17]([O:20][CH2:23][CH2:24][CH2:25][O:26][CH2:27][C:28]3[CH:33]=[CH:32][CH:31]=[CH:30][C:29]=3[F:34])=[CH:16][CH:15]=2)[C:10](=[O:21])[CH2:9]1)=[O:7])([CH3:4])([CH3:2])[CH3:3]. The catalyst class is: 41.